Dataset: Reaction yield outcomes from USPTO patents with 853,638 reactions. Task: Predict the reaction yield, written as a fraction of the theoretical maximum amount of product (1.0 means a 100% yield; for example, 0.34 means a 34% yield). (1) The reactants are [C:1]1(B(O)O)[C:10]2[C:5](=[CH:6][CH:7]=[CH:8][CH:9]=2)[CH:4]=[CH:3][CH:2]=1.C([O-])([O-])=O.[Na+].[Na+].Br[C:21]1[CH:26]=[CH:25][CH:24]=[C:23]([CH:27]=[O:28])[N:22]=1. The catalyst is C1(C)C=CC=CC=1.C1C=CC([P]([Pd]([P](C2C=CC=CC=2)(C2C=CC=CC=2)C2C=CC=CC=2)([P](C2C=CC=CC=2)(C2C=CC=CC=2)C2C=CC=CC=2)[P](C2C=CC=CC=2)(C2C=CC=CC=2)C2C=CC=CC=2)(C2C=CC=CC=2)C2C=CC=CC=2)=CC=1. The product is [CH:27]([C:23]1[CH:24]=[CH:25][CH:26]=[C:21]([C:1]2[C:10]3[C:5](=[CH:6][CH:7]=[CH:8][CH:9]=3)[CH:4]=[CH:3][CH:2]=2)[N:22]=1)=[O:28]. The yield is 0.870. (2) No catalyst specified. The yield is 0.500. The reactants are Br[C:2]1[S:3][C:4]2[CH:10]=[C:9]([CH2:11][N:12]3[C:16]4[CH:17]=[C:18]([O:23][CH3:24])[C:19]([O:21][CH3:22])=[CH:20][C:15]=4[N:14]=[CH:13]3)[CH:8]=[CH:7][C:5]=2[N:6]=1.CCN(C(C)C)C(C)C.[NH2:34][C:35]1[CH:40]=[CH:39][CH:38]=[CH:37][CH:36]=1. The product is [CH3:22][O:21][C:19]1[C:18]([O:23][CH3:24])=[CH:17][C:16]2[N:12]([CH2:11][C:9]3[CH:8]=[CH:7][C:5]4[N:6]=[C:2]([NH:34][C:35]5[CH:40]=[CH:39][CH:38]=[CH:37][CH:36]=5)[S:3][C:4]=4[CH:10]=3)[CH:13]=[N:14][C:15]=2[CH:20]=1. (3) The reactants are [CH2:1]1[C:9]2[C:4](=[CH:5][CH:6]=[CH:7][CH:8]=2)[CH2:3][CH:2]1[C:10](=O)[CH3:11].[CH:13]1([NH2:16])[CH2:15][CH2:14]1.C(O)(=O)C.C([BH3-])#N.[Na+]. The catalyst is CO. The product is [CH2:1]1[C:9]2[C:4](=[CH:5][CH:6]=[CH:7][CH:8]=2)[CH2:3][CH:2]1[CH:10]([NH:16][CH:13]1[CH2:15][CH2:14]1)[CH3:11]. The yield is 0.280.